From a dataset of Reaction yield outcomes from USPTO patents with 853,638 reactions. Predict the reaction yield, written as a fraction of the theoretical maximum amount of product (1.0 means a 100% yield; for example, 0.34 means a 34% yield). (1) The reactants are [N+:1]([C:4]1[CH:5]=[N:6][C:7]([S:10]([CH3:13])(=[O:12])=[O:11])=[CH:8][CH:9]=1)([O-])=O.C(O)(=O)C.C(OCC)(=O)C.CCCCCC.C(=O)(O)[O-].[Na+]. The catalyst is O.[Fe].C(OCC)(=O)C. The product is [NH2:1][C:4]1[CH:5]=[N:6][C:7]([S:10]([CH3:13])(=[O:12])=[O:11])=[CH:8][CH:9]=1. The yield is 0.705. (2) The reactants are [Cl-].[Cl-].[Cl-].[Al+3].[F:5][C:6]1[C:23]([NH:24][S:25]([CH2:28][CH2:29][CH3:30])(=[O:27])=[O:26])=[CH:22][CH:21]=[C:20]([F:31])[C:7]=1[C:8]([NH:10][C:11]1[CH:12]=[C:13]2[CH:19]=[CH:18][NH:17][C:14]2=[N:15][CH:16]=1)=[O:9].[Cl:32][C:33]1[CH:34]=[C:35]([CH:39]=[CH:40][C:41]=1[Cl:42])[C:36](Cl)=[O:37].C[N+]([O-])=O. The catalyst is C(Cl)Cl. The product is [Cl:32][C:33]1[CH:34]=[C:35]([CH:39]=[CH:40][C:41]=1[Cl:42])[C:36]([C:19]1[C:13]2[C:14](=[N:15][CH:16]=[C:11]([NH:10][C:8](=[O:9])[C:7]3[C:20]([F:31])=[CH:21][CH:22]=[C:23]([NH:24][S:25]([CH2:28][CH2:29][CH3:30])(=[O:27])=[O:26])[C:6]=3[F:5])[CH:12]=2)[NH:17][CH:18]=1)=[O:37]. The yield is 0.220. (3) The reactants are C([O-])([O-])=O.[K+].[K+].CC1CCCO1.[CH2:13]([NH:16][C:17]([C@@H:19]1[C:23]([CH3:25])([CH3:24])[S:22][CH2:21][N:20]1[C:26](=[O:51])[C@@H:27]([OH:50])[C@@H:28]([NH:36][C:37]([C:39]1[C:40]([CH3:49])=[C:41]([O:45]C(=O)C)[CH:42]=[CH:43][CH:44]=1)=[O:38])[CH2:29][C:30]1[CH:35]=[CH:34][CH:33]=[CH:32][CH:31]=1)=[O:18])[CH:14]=[CH2:15]. The catalyst is CO. The product is [CH2:13]([NH:16][C:17]([C@@H:19]1[C:23]([CH3:25])([CH3:24])[S:22][CH2:21][N:20]1[C:26](=[O:51])[C@@H:27]([OH:50])[C@@H:28]([NH:36][C:37](=[O:38])[C:39]1[CH:44]=[CH:43][CH:42]=[C:41]([OH:45])[C:40]=1[CH3:49])[CH2:29][C:30]1[CH:35]=[CH:34][CH:33]=[CH:32][CH:31]=1)=[O:18])[CH:14]=[CH2:15]. The yield is 0.540. (4) The reactants are [CH:1]([N:5]1[CH:13]=[N:12][C:11]2[C:6]1=[N:7][C:8]([N:21]1[CH2:26][CH2:25][O:24][CH2:23][CH2:22]1)=[N:9][C:10]=2[C:14]1[CH:15]=[C:16]([OH:20])[CH:17]=[CH:18][CH:19]=1)([CH2:3][CH3:4])[CH3:2].COCCN1C=NC2C1=NC(N1CCOCC1)=NC=2C1C=C(O)C=CC=1.[CH3:53][C:54]([Si:57](Cl)([CH3:59])[CH3:58])([CH3:56])[CH3:55].N1C=CN=C1. The catalyst is CN(C=O)C. The product is [CH:1]([N:5]1[CH:13]=[N:12][C:11]2[C:6]1=[N:7][C:8]([N:21]1[CH2:26][CH2:25][O:24][CH2:23][CH2:22]1)=[N:9][C:10]=2[C:14]1[CH:19]=[CH:18][CH:17]=[C:16]([O:20][Si:57]([C:54]([CH3:56])([CH3:55])[CH3:53])([CH3:59])[CH3:58])[CH:15]=1)([CH2:3][CH3:4])[CH3:2]. The yield is 0.850. (5) The yield is 0.440. The reactants are [CH3:1][O:2][C:3]1[CH:8]=[CH:7][C:6]([C:9]2[NH:13][C:12]3[CH:14]=[C:15]([NH:18][C:19]([C:21]4[CH:30]=[CH:29][C:24]([C:25](OC)=[O:26])=[CH:23][CH:22]=4)=[O:20])[CH:16]=[CH:17][C:11]=3[N:10]=2)=[CH:5][CH:4]=1.CO[C:33]1[CH:38]=[CH:37][C:36]([C:39]2[NH:43]C3C=C(N)C=CC=3N=2)=[CH:35][CH:34]=1.ClC(C1C=CC(C([O:58][CH3:59])=O)=CC=1)=O.[N:62]1C=CC=CC=1. The product is [CH3:59][O:58][C:38]1[CH:37]=[C:36]([CH:35]=[CH:34][CH:33]=1)/[CH:39]=[N:43]/[NH:62][C:25]([C:24]1[CH:23]=[CH:22][C:21]([C:19]([NH:18][C:15]2[CH:16]=[CH:17][C:11]3[N:10]=[C:9]([C:6]4[CH:7]=[CH:8][C:3]([O:2][CH3:1])=[CH:4][CH:5]=4)[NH:13][C:12]=3[CH:14]=2)=[O:20])=[CH:30][CH:29]=1)=[O:26]. No catalyst specified.